This data is from Forward reaction prediction with 1.9M reactions from USPTO patents (1976-2016). The task is: Predict the product of the given reaction. (1) Given the reactants [CH:1]1([CH:4]([C:6]2[CH:7]=[N:8][C:9]([C:12]3[CH:16]=[CH:15][S:14][CH:13]=3)=[CH:10][CH:11]=2)O)[CH2:3][CH2:2]1.[CH:17]1[N:21]=[CH:20][N:19](C([N:19]2[CH:20]=[N:21][CH:17]=[CH:18]2)=O)[CH:18]=1, predict the reaction product. The product is: [CH:1]1([CH:4]([N:19]2[CH:18]=[CH:17][N:21]=[CH:20]2)[C:6]2[CH:11]=[CH:10][C:9]([C:12]3[CH:16]=[CH:15][S:14][CH:13]=3)=[N:8][CH:7]=2)[CH2:3][CH2:2]1. (2) Given the reactants Cl[C:2]1[C:11]2[C:6](=[CH:7][C:8]([O:14][CH2:15][CH2:16][CH2:17][N:18]3[CH2:23][CH2:22][N:21]([CH2:24][CH2:25][F:26])[CH2:20][CH2:19]3)=[C:9]([O:12][CH3:13])[CH:10]=2)[N:5]=[CH:4][N:3]=1.[Cl:27][C:28]1[CH:36]=[C:35]([C:37]#[C:38][CH2:39][CH2:40][O:41][CH3:42])[C:31]2[O:32][CH2:33][O:34][C:30]=2[C:29]=1[NH2:43].C[Si]([N-][Si](C)(C)C)(C)C.[Na+], predict the reaction product. The product is: [Cl:27][C:28]1[CH:36]=[C:35]([C:37]#[C:38][CH2:39][CH2:40][O:41][CH3:42])[C:31]2[O:32][CH2:33][O:34][C:30]=2[C:29]=1[NH:43][C:2]1[C:11]2[C:6](=[CH:7][C:8]([O:14][CH2:15][CH2:16][CH2:17][N:18]3[CH2:23][CH2:22][N:21]([CH2:24][CH2:25][F:26])[CH2:20][CH2:19]3)=[C:9]([O:12][CH3:13])[CH:10]=2)[N:5]=[CH:4][N:3]=1. (3) Given the reactants [CH2:1]([N:8]1[CH2:12][CH2:11][C@H:10]([OH:13])[CH2:9]1)[C:2]1[CH:7]=[CH:6][CH:5]=[CH:4][CH:3]=1.C(N(CC)CC)C.[CH3:21][S:22](Cl)(=[O:24])=[O:23].C(=O)(O)[O-].[Na+], predict the reaction product. The product is: [CH2:1]([N:8]1[CH2:12][CH2:11][C@H:10]([O:13][S:22]([CH3:21])(=[O:24])=[O:23])[CH2:9]1)[C:2]1[CH:3]=[CH:4][CH:5]=[CH:6][CH:7]=1. (4) Given the reactants [Cl:1][C:2]1[CH:10]=[C:9]2[C:5]([C:6]([C:11]([OH:13])=O)=[N:7][NH:8]2)=[CH:4][CH:3]=1.[Cl-].[NH4+].C[N:17](C(ON1N=NC2C=CC=CC1=2)=[N+](C)C)C.F[P-](F)(F)(F)(F)F.CCN(C(C)C)C(C)C, predict the reaction product. The product is: [Cl:1][C:2]1[CH:10]=[C:9]2[C:5]([C:6]([C:11]([NH2:17])=[O:13])=[N:7][NH:8]2)=[CH:4][CH:3]=1. (5) Given the reactants [N+:1]([C:4]1[CH:5]=[C:6]([C:10]([NH:12][NH2:13])=[O:11])[CH:7]=[CH:8][CH:9]=1)([O-:3])=[O:2].[N-:14]=[C:15]=[S:16].[Cl:17][C:18]1[C:19]([O:26][CH3:27])=[CH:20][C:21]([O:24][CH3:25])=[CH:22][CH:23]=1, predict the reaction product. The product is: [Cl:17][C:18]1[C:19]([O:26][CH3:27])=[CH:20][C:21]([O:24][CH3:25])=[C:22]([NH:14][C:15]([NH:13][NH:12][C:10]([C:6]2[CH:7]=[CH:8][CH:9]=[C:4]([N+:1]([O-:3])=[O:2])[CH:5]=2)=[O:11])=[S:16])[CH:23]=1.